From a dataset of Forward reaction prediction with 1.9M reactions from USPTO patents (1976-2016). Predict the product of the given reaction. (1) Given the reactants C[O:2][C:3](=[O:32])[CH2:4][CH:5]1[C:9]2=[C:10]([S:24][C:25]3[CH:30]=[CH:29][C:28]([Cl:31])=[CH:27][CH:26]=3)[C:11]3[C:12]([CH:21]([CH3:23])[CH3:22])=[CH:13][C:14]([S:17]([CH3:20])(=[O:19])=[O:18])=[CH:15][C:16]=3[N:8]2[CH2:7][CH2:6]1.[Li+].[OH-].CC(O)=O, predict the reaction product. The product is: [Cl:31][C:28]1[CH:29]=[CH:30][C:25]([S:24][C:10]2[C:11]3[C:12]([CH:21]([CH3:23])[CH3:22])=[CH:13][C:14]([S:17]([CH3:20])(=[O:19])=[O:18])=[CH:15][C:16]=3[N:8]3[CH2:7][CH2:6][CH:5]([CH2:4][C:3]([OH:32])=[O:2])[C:9]=23)=[CH:26][CH:27]=1. (2) Given the reactants Cl[CH:2]1[NH+:11]2[CH2:12][CH2:13][C:14]3[C:19]([C:10]2=[CH:9][C:8]2[CH:7]=[CH:6][C:5]([O:23][CH3:24])=[C:4]([O:25][CH3:26])[C:3]1=2)=[CH:18][C:17]1[O:20][CH2:21][O:22][C:16]=1[CH:15]=3.[Cl-].[CH2:28]([Mg]Cl)[CH:29]=[CH2:30].O1C[CH2:36][CH2:35][CH2:34]1, predict the reaction product. The product is: [CH2:28]([C:2]1([CH2:36][CH:35]=[CH2:34])[N:11]2[CH2:12][CH2:13][C:14]3[C:19]([C:10]2=[CH:9][C:8]2[CH:7]=[CH:6][C:5]([O:23][CH3:24])=[C:4]([O:25][CH3:26])[C:3]1=2)=[CH:18][C:17]1[O:20][CH2:21][O:22][C:16]=1[CH:15]=3)[CH:29]=[CH2:30]. (3) Given the reactants [Cl:1][C:2]1[CH:3]=[C:4]([O:8][CH2:9][CH2:10][CH2:11][NH2:12])[CH:5]=[N:6][CH:7]=1.[O:13]=[C:14]([OH:26])[C@@H:15]([C@H:17]([C@H:19]([C@@H:21]([C:23]([OH:25])=[O:24])[OH:22])[OH:20])[OH:18])[OH:16].O, predict the reaction product. The product is: [O:13]=[C:14]([OH:26])[C@@H:15]([C@H:17]([C@H:19]([C@@H:21]([C:23]([OH:25])=[O:24])[OH:22])[OH:20])[OH:18])[OH:16].[Cl:1][C:2]1[CH:3]=[C:4]([O:8][CH2:9][CH2:10][CH2:11][NH2:12])[CH:5]=[N:6][CH:7]=1.[Cl:1][C:2]1[CH:3]=[C:4]([O:8][CH2:9][CH2:10][CH2:11][NH2:12])[CH:5]=[N:6][CH:7]=1. (4) Given the reactants [Br:1]Br.[CH2:3]([C:7]1[CH:12]=[CH:11][C:10]([C:13](=[O:15])[CH3:14])=[CH:9][CH:8]=1)[CH:4]([CH3:6])[CH3:5].C1(C)C=CC=CC=1, predict the reaction product. The product is: [Br:1][CH2:14][C:13]([C:10]1[CH:9]=[CH:8][C:7]([CH2:3][CH:4]([CH3:6])[CH3:5])=[CH:12][CH:11]=1)=[O:15].